This data is from Forward reaction prediction with 1.9M reactions from USPTO patents (1976-2016). The task is: Predict the product of the given reaction. (1) The product is: [Cl:1][C:2]1[CH:18]=[CH:17][C:5]2[CH2:6][CH2:7][N:8]([C:11](=[O:16])[C:12]([F:15])([F:14])[F:13])[CH2:9][CH2:10][C:4]=2[C:3]=1[N:35]1[CH2:36][CH:33]([C:27]2[CH:32]=[CH:31][CH:30]=[CH:29][CH:28]=2)[CH2:34]1. Given the reactants [Cl:1][C:2]1[CH:18]=[CH:17][C:5]2[CH2:6][CH2:7][N:8]([C:11](=[O:16])[C:12]([F:15])([F:14])[F:13])[CH2:9][CH2:10][C:4]=2[C:3]=1OS(C(F)(F)F)(=O)=O.[C:27]1([CH:33]2[CH2:36][NH:35][CH2:34]2)[CH:32]=[CH:31][CH:30]=[CH:29][CH:28]=1.C1C=CC(P(C2C(C3C(P(C4C=CC=CC=4)C4C=CC=CC=4)=CC=C4C=3C=CC=C4)=C3C(C=CC=C3)=CC=2)C2C=CC=CC=2)=CC=1.C(=O)([O-])[O-].[Cs+].[Cs+], predict the reaction product. (2) Given the reactants C(Cl)(=O)C(Cl)=O.[Cl:7][C:8]1[CH:16]=[C:15]2[C:11]([C:12]([CH2:25][CH:26]([CH3:28])[CH3:27])=[CH:13][N:14]2[C:17]2[S:18][CH:19]=[C:20]([C:22]([OH:24])=O)[N:21]=2)=[CH:10][CH:9]=1.[F:29][C:30]1[CH:36]=[CH:35][CH:34]=[C:33]([F:37])[C:31]=1[NH2:32].ClCCl.N1C=CC=CC=1, predict the reaction product. The product is: [Cl:7][C:8]1[CH:16]=[C:15]2[C:11]([C:12]([CH2:25][CH:26]([CH3:28])[CH3:27])=[CH:13][N:14]2[C:17]2[S:18][CH:19]=[C:20]([C:22]([NH:32][C:31]3[C:30]([F:29])=[CH:36][CH:35]=[CH:34][C:33]=3[F:37])=[O:24])[N:21]=2)=[CH:10][CH:9]=1.